Dataset: Full USPTO retrosynthesis dataset with 1.9M reactions from patents (1976-2016). Task: Predict the reactants needed to synthesize the given product. (1) Given the product [CH:1]1([CH2:7][C:8]2[N:12]([CH3:13])[C:11]([C:14]([O:16][CH3:17])=[O:15])=[CH:10][CH:9]=2)[CH2:2][CH2:3][CH2:4][CH2:5][CH2:6]1, predict the reactants needed to synthesize it. The reactants are: [CH:1]1([CH:7](O)[C:8]2[N:12]([CH3:13])[C:11]([C:14]([O:16][CH3:17])=[O:15])=[CH:10][CH:9]=2)[CH2:6][CH2:5][CH2:4][CH2:3][CH2:2]1.[SiH](CC)(CC)CC.C(O)(C(F)(F)F)=O. (2) Given the product [OH:19][C:3]1[C:4]([C:12]([NH:14][CH2:15][C:16]([OH:18])=[O:17])=[O:13])=[C:5]2[C:10](=[CH:11][C:2]=1[C:20]1[CH:25]=[CH:24][CH:23]=[CH:22][CH:21]=1)[N:9]=[CH:8][CH:7]=[N:6]2, predict the reactants needed to synthesize it. The reactants are: Br[C:2]1[CH:11]=[C:10]2[C:5]([N:6]=[CH:7][CH:8]=[N:9]2)=[C:4]([C:12]([NH:14][CH2:15][C:16]([OH:18])=[O:17])=[O:13])[C:3]=1[OH:19].[C:20]1(B(O)O)[CH:25]=[CH:24][CH:23]=[CH:22][CH:21]=1.C(=O)([O-])[O-].[K+].[K+]. (3) The reactants are: [CH3:1][NH:2][C:3]1[C:4]([N+:9]([O-])=O)=[N:5][CH:6]=[CH:7][CH:8]=1. Given the product [CH3:1][NH:2][C:3]1[C:4]([NH2:9])=[N:5][CH:6]=[CH:7][CH:8]=1, predict the reactants needed to synthesize it.